From a dataset of Skin sensitization/reaction prediction data. Regression/Classification. Given a drug SMILES string, predict its toxicity properties. Task type varies by dataset: regression for continuous values (e.g., LD50, hERG inhibition percentage) or binary classification for toxic/non-toxic outcomes (e.g., AMES mutagenicity, cardiotoxicity, hepatotoxicity). Dataset: skin_reaction. (1) The compound is Cc1c2ccc(N(C)c3ccnc(Cl)n3)cc2nn1C. The result is 0 (no skin reaction). (2) The drug is CC=Cc1cc(C)c(O)c(OC)c1. The result is 1 (causes skin reaction).